This data is from Catalyst prediction with 721,799 reactions and 888 catalyst types from USPTO. The task is: Predict which catalyst facilitates the given reaction. (1) Reactant: [H-].[Al+3].[Li+].[H-].[H-].[H-].[NH2:7][C:8]1[CH:16]=[C:15]([Br:17])[C:14]([O:18][CH3:19])=[CH:13][C:9]=1[C:10]([O-])=[O:11]. Product: [NH2:7][C:8]1[CH:16]=[C:15]([Br:17])[C:14]([O:18][CH3:19])=[CH:13][C:9]=1[CH2:10][OH:11]. The catalyst class is: 1. (2) Reactant: O[C:2]1[CH:7]=[CH:6][C:5]([N:8]2[CH2:13][CH2:12][NH:11][CH2:10][CH2:9]2)=[CH:4][CH:3]=1.C(N(CC)CC)C.[C:21]([O:25][C:26](O[C:26]([O:25][C:21]([CH3:24])([CH3:23])[CH3:22])=[O:27])=[O:27])([CH3:24])([CH3:23])[CH3:22].C(OCC)(=[O:38])C. Product: [OH:38][C:6]1[CH:7]=[CH:2][CH:3]=[CH:4][C:5]=1[N:8]1[CH2:13][CH2:12][N:11]([C:26]([O:25][C:21]([CH3:24])([CH3:23])[CH3:22])=[O:27])[CH2:10][CH2:9]1. The catalyst class is: 1. (3) Reactant: C([O:8][C:9]1[CH:14]=[C:13]([NH:15][C:16]2[CH:20]=[CH:19][N:18]([CH2:21][O:22][CH2:23][CH2:24][Si:25]([CH3:28])([CH3:27])[CH3:26])[N:17]=2)[N:12]=[C:11]([C:29]([O:31][CH3:32])=[O:30])[CH:10]=1)C1C=CC=CC=1. Product: [OH:8][C:9]1[CH:14]=[C:13]([NH:15][C:16]2[CH:20]=[CH:19][N:18]([CH2:21][O:22][CH2:23][CH2:24][Si:25]([CH3:26])([CH3:27])[CH3:28])[N:17]=2)[N:12]=[C:11]([C:29]([O:31][CH3:32])=[O:30])[CH:10]=1. The catalyst class is: 105. (4) Reactant: [C:1]([O:4][CH2:5][O:6][C@@H:7]1[C@@H:11]([CH2:12][O:13][Si:14]([C:17]([CH3:20])([CH3:19])[CH3:18])([CH3:16])[CH3:15])[O:10][C@@H:9]([N:21]2[C:51]3[N:50]=[CH:49][N:48]=[C:25]([NH:26][C:27]([C:42]4[CH:47]=[CH:46][CH:45]=[CH:44][CH:43]=4)([C:36]4[CH:41]=[CH:40][CH:39]=[CH:38][CH:37]=4)[C:28]4[CH:33]=[CH:32][C:31]([O:34][CH3:35])=[CH:30][CH:29]=4)[C:24]=3[N:23]=[CH:22]2)[C@@H:8]1[O:52]C(=O)CCC(C)=O)(=[O:3])[CH3:2].C(O)(=O)C.NN. Product: [C:1]([O:4][CH2:5][O:6][C@@H:7]1[C@@H:11]([CH2:12][O:13][Si:14]([C:17]([CH3:19])([CH3:18])[CH3:20])([CH3:16])[CH3:15])[O:10][C@@H:9]([N:21]2[C:51]3[N:50]=[CH:49][N:48]=[C:25]([NH:26][C:27]([C:36]4[CH:37]=[CH:38][CH:39]=[CH:40][CH:41]=4)([C:42]4[CH:43]=[CH:44][CH:45]=[CH:46][CH:47]=4)[C:28]4[CH:33]=[CH:32][C:31]([O:34][CH3:35])=[CH:30][CH:29]=4)[C:24]=3[N:23]=[CH:22]2)[C@@H:8]1[OH:52])(=[O:3])[CH3:2]. The catalyst class is: 61. (5) Reactant: [N:1]1([CH2:7][C:8]2[C:16]3[C:11](=[CH:12][CH:13]=[C:14]([C:17]([O-:19])=O)[CH:15]=3)[NH:10][CH:9]=2)[CH2:6][CH2:5][CH2:4][CH2:3][CH2:2]1.[K+].[CH:21]([N:24]1[CH2:29][CH2:28][NH:27][CH2:26][CH2:25]1)([CH3:23])[CH3:22].C1C=CC2N(O)N=NC=2C=1.C(Cl)CCl. Product: [CH:21]([N:24]1[CH2:29][CH2:28][N:27]([C:17]([C:14]2[CH:15]=[C:16]3[C:11](=[CH:12][CH:13]=2)[NH:10][CH:9]=[C:8]3[CH2:7][N:1]2[CH2:2][CH2:3][CH2:4][CH2:5][CH2:6]2)=[O:19])[CH2:26][CH2:25]1)([CH3:23])[CH3:22]. The catalyst class is: 3. (6) Reactant: [N+](C1C=CC(O[C:9]([O:11][C:12]2[CH:13]=[N:14][CH:15]=[C:16]([CH:21]=2)[C:17]([O:19][CH3:20])=[O:18])=[O:10])=CC=1)([O-])=O.C(#N)C.Cl.Cl.[CH3:29][C:30]1[CH:35]=[CH:34][CH:33]=[C:32]([N:36]2[CH2:41][CH2:40][CH:39]([CH2:42][CH2:43][CH:44]3[CH2:49][CH2:48][NH:47][CH2:46][CH2:45]3)[CH2:38][CH2:37]2)[N:31]=1. Product: [CH3:29][C:30]1[N:31]=[C:32]([N:36]2[CH2:41][CH2:40][CH:39]([CH2:42][CH2:43][CH:44]3[CH2:49][CH2:48][N:47]([C:9]([O:11][C:12]4[CH:13]=[N:14][CH:15]=[C:16]([CH:21]=4)[C:17]([O:19][CH3:20])=[O:18])=[O:10])[CH2:46][CH2:45]3)[CH2:38][CH2:37]2)[CH:33]=[CH:34][CH:35]=1. The catalyst class is: 25. (7) Reactant: [H-].[H-].[H-].[H-].[Li+].[Al+3].[O:7]1[CH2:12][CH2:11][N:10]([CH2:13][CH2:14][CH2:15][C:16]#[N:17])[CH2:9][CH2:8]1. Product: [O:7]1[CH2:12][CH2:11][N:10]([CH2:13][CH2:14][CH2:15][CH2:16][NH2:17])[CH2:9][CH2:8]1. The catalyst class is: 20. (8) Reactant: Cl.[C:2]([C@H:5]1[O:10][CH2:9][C@H:8]([NH:11][C:12]([C@@H:14]2[NH:28][C:27]3([CH2:33][CH2:32][C:31]([CH3:35])([CH3:34])[CH2:30][CH2:29]3)[C@:16]3([C:24]4[C:19](=[CH:20][C:21]([Cl:25])=[CH:22][CH:23]=4)[NH:18][C:17]3=[O:26])[C@H:15]2[C:36]2[CH:41]=[CH:40][N:39]=[C:38]([Cl:42])[C:37]=2[F:43])=[O:13])[CH2:7][CH2:6]1)(=[O:4])[NH2:3]. Product: [OH2:4].[ClH:25].[C:2]([C@H:5]1[O:10][CH2:9][C@H:8]([NH:11][C:12]([C@@H:14]2[NH:28][C:27]3([CH2:29][CH2:30][C:31]([CH3:35])([CH3:34])[CH2:32][CH2:33]3)[C@:16]3([C:24]4[C:19](=[CH:20][C:21]([Cl:25])=[CH:22][CH:23]=4)[NH:18][C:17]3=[O:26])[C@H:15]2[C:36]2[CH:41]=[CH:40][N:39]=[C:38]([Cl:42])[C:37]=2[F:43])=[O:13])[CH2:7][CH2:6]1)(=[O:4])[NH2:3].[CH3:2][CH:5]([OH:10])[CH3:6]. The catalyst class is: 41. (9) Reactant: [C:1]([C:4]1[C:43](=[O:44])[C@@:8]2([CH3:45])[C:9]3[C:15]([OH:16])=[CH:14][C:13]([O:17][CH3:18])=[C:12]([C:19]([NH:21][CH2:22][C:23]4[C:28]([CH3:29])=[CH:27][C:26]([NH:30][S:31]([C:34]5[CH:39]=[CH:38][C:37]([Cl:40])=[CH:36][C:35]=5[Cl:41])(=[O:33])=[O:32])=[CH:25][C:24]=4[CH3:42])=[O:20])[C:10]=3[O:11][C:7]2=[CH:6][C:5]=1[OH:46])(=O)[CH3:2].C(=O)(O)[O-].[Na+].Cl.[CH2:53]([O:56][NH2:57])[CH:54]=[CH2:55].Cl. Product: [CH2:53]([O:56]/[N:57]=[C:1](/[C:4]1[C:43](=[O:44])[C@@:8]2([CH3:45])[C:9]3[C:15]([OH:16])=[CH:14][C:13]([O:17][CH3:18])=[C:12]([C:19]([NH:21][CH2:22][C:23]4[C:28]([CH3:29])=[CH:27][C:26]([NH:30][S:31]([C:34]5[CH:39]=[CH:38][C:37]([Cl:40])=[CH:36][C:35]=5[Cl:41])(=[O:33])=[O:32])=[CH:25][C:24]=4[CH3:42])=[O:20])[C:10]=3[O:11][C:7]2=[CH:6][C:5]=1[OH:46])\[CH3:2])[CH:54]=[CH2:55]. The catalyst class is: 83. (10) Reactant: [H-].[Na+].C(S)C.[Br:6][C:7]1[C:16]2[C:15]([CH3:18])([CH3:17])[CH2:14][CH:13]=[C:12]([C:19]([CH3:22])([CH3:21])[CH3:20])[C:11]=2[CH:10]=[C:9]([C:23](=[O:25])[CH3:24])[C:8]=1[O:26]C. Product: [Br:6][C:7]1[C:16]2[C:15]([CH3:17])([CH3:18])[CH2:14][CH:13]=[C:12]([C:19]([CH3:21])([CH3:20])[CH3:22])[C:11]=2[CH:10]=[C:9]([C:23](=[O:25])[CH3:24])[C:8]=1[OH:26]. The catalyst class is: 9.